The task is: Predict the reactants needed to synthesize the given product.. This data is from Full USPTO retrosynthesis dataset with 1.9M reactions from patents (1976-2016). Given the product [F:1][C:2]([F:7])([F:6])[CH2:3][CH2:4][O:5][C:11]1[CH:16]=[CH:15][C:14]([N+:17]([O-:19])=[O:18])=[CH:13][CH:12]=1, predict the reactants needed to synthesize it. The reactants are: [F:1][C:2]([F:7])([F:6])[CH2:3][CH2:4][OH:5].[H-].[Na+].F[C:11]1[CH:16]=[CH:15][C:14]([N+:17]([O-:19])=[O:18])=[CH:13][CH:12]=1.[Cl-].[NH4+].